From a dataset of Full USPTO retrosynthesis dataset with 1.9M reactions from patents (1976-2016). Predict the reactants needed to synthesize the given product. (1) Given the product [ClH:32].[C:1]([C:5]1[CH:10]=[CH:9][C:8]([C:11]2[N:12]([C:30]([N:47]3[CH2:48][CH2:49][N:44]([CH2:43][C:42]([N:36]4[CH2:37][CH2:38][O:39][CH2:40][CH2:41]4)=[O:50])[CH2:45][CH2:46]3)=[O:31])[C@H:13]([C:23]3[CH:28]=[CH:27][C:26]([F:29])=[CH:25][CH:24]=3)[C@H:14]([C:16]3[CH:21]=[CH:20][C:19]([F:22])=[CH:18][CH:17]=3)[N:15]=2)=[C:7]([O:33][CH2:34][CH3:35])[CH:6]=1)([CH3:4])([CH3:3])[CH3:2], predict the reactants needed to synthesize it. The reactants are: [C:1]([C:5]1[CH:10]=[CH:9][C:8]([C:11]2[N:12]([C:30]([Cl:32])=[O:31])[C@H:13]([C:23]3[CH:28]=[CH:27][C:26]([F:29])=[CH:25][CH:24]=3)[C@H:14]([C:16]3[CH:21]=[CH:20][C:19]([F:22])=[CH:18][CH:17]=3)[N:15]=2)=[C:7]([O:33][CH2:34][CH3:35])[CH:6]=1)([CH3:4])([CH3:3])[CH3:2].[N:36]1([C:42](=[O:50])[CH2:43][N:44]2[CH2:49][CH2:48][NH:47][CH2:46][CH2:45]2)[CH2:41][CH2:40][O:39][CH2:38][CH2:37]1. (2) Given the product [CH2:1]([C:5]1[CH:12]=[CH:11][C:8]([CH2:9][Br:14])=[CH:7][CH:6]=1)[CH:2]([CH3:4])[CH3:3], predict the reactants needed to synthesize it. The reactants are: [CH2:1]([C:5]1[CH:12]=[CH:11][C:8]([CH2:9]O)=[CH:7][CH:6]=1)[CH:2]([CH3:4])[CH3:3].P(Br)(Br)[Br:14]. (3) Given the product [C:19]([C:18]1[CH:17]=[C:16]([NH:15][C:12]([C:10]2[O:11][C:7]([C:1]3[CH:2]=[CH:3][CH:4]=[CH:5][CH:6]=3)=[CH:8][CH:9]=2)=[O:14])[CH:23]=[CH:22][CH:21]=1)#[N:20], predict the reactants needed to synthesize it. The reactants are: [C:1]1([C:7]2[O:11][C:10]([C:12]([OH:14])=O)=[CH:9][CH:8]=2)[CH:6]=[CH:5][CH:4]=[CH:3][CH:2]=1.[NH2:15][C:16]1[CH:17]=[C:18]([CH:21]=[CH:22][CH:23]=1)[C:19]#[N:20]. (4) Given the product [CH3:15][O:16][CH2:17][CH2:18][N:19]([CH3:20])[CH2:13][CH2:12][CH2:11][C:7]1[N:6]=[C:5]2[CH2:4][O:3][C:2](=[O:1])[C:10]2=[CH:9][CH:8]=1, predict the reactants needed to synthesize it. The reactants are: [O:1]=[C:2]1[C:10]2[C:5](=[N:6][C:7]([CH2:11][CH2:12][CH:13]=O)=[CH:8][CH:9]=2)[CH2:4][O:3]1.[CH3:15][O:16][CH2:17][CH2:18][NH:19][CH3:20]. (5) The reactants are: [F:1][C:2]1[C:7]2[C:8](=[O:20])[C:9]([C:12]3[CH:17]=[CH:16][C:15]([O:18]C)=[CH:14][CH:13]=3)=[CH:10][O:11][C:6]=2[CH:5]=[C:4]([O:21]C)[CH:3]=1.Cl.N1C=CC=CC=1.Cl. Given the product [F:1][C:2]1[C:7]2[C:8](=[O:20])[C:9]([C:12]3[CH:13]=[CH:14][C:15]([OH:18])=[CH:16][CH:17]=3)=[CH:10][O:11][C:6]=2[CH:5]=[C:4]([OH:21])[CH:3]=1, predict the reactants needed to synthesize it. (6) Given the product [Br:3][C:4]1[N:9]=[CH:8][C:7]([O:10][CH2:11][CH2:12][NH:13][C:20](=[O:22])[CH3:21])=[CH:6][CH:5]=1, predict the reactants needed to synthesize it. The reactants are: Cl.Cl.[Br:3][C:4]1[N:9]=[CH:8][C:7]([O:10][CH2:11][CH2:12][NH2:13])=[CH:6][CH:5]=1.N1C=CC=CC=1.[C:20](Cl)(=[O:22])[CH3:21].C(=O)([O-])O.[Na+]. (7) Given the product [N:30]([CH2:12][CH:13]1[CH2:17][C:16]2[CH:18]=[CH:19][CH:20]=[C:21]([C:22]3[CH:27]=[CH:26][C:25]([Cl:28])=[CH:24][C:23]=3[Cl:29])[C:15]=2[O:14]1)=[N+:31]=[N-:32], predict the reactants needed to synthesize it. The reactants are: CC1C=CC(S(O[CH2:12][CH:13]2[CH2:17][C:16]3[CH:18]=[CH:19][CH:20]=[C:21]([C:22]4[CH:27]=[CH:26][C:25]([Cl:28])=[CH:24][C:23]=4[Cl:29])[C:15]=3[O:14]2)(=O)=O)=CC=1.[N-:30]=[N+:31]=[N-:32].[Na+].N(CC1CC2C=C(Cl)C=C(C3C=CSC=3)C=2O1)=[N+]=[N-]. (8) Given the product [C:11]([O:10][C:9]([N:8]([C:5]1[N:6]=[CH:7][C:2]2[CH2:59][O:58][CH2:63][C:3]=2[CH:4]=1)[C:16](=[O:17])[O:18][C:19]([CH3:22])([CH3:21])[CH3:20])=[O:15])([CH3:14])([CH3:13])[CH3:12], predict the reactants needed to synthesize it. The reactants are: Br[C:2]1[C:3](Cl)=[CH:4][C:5]([N:8]([C:16]([O:18][C:19]([CH3:22])([CH3:21])[CH3:20])=[O:17])[C:9](=[O:15])[O:10][C:11]([CH3:14])([CH3:13])[CH3:12])=[N:6][CH:7]=1.CC(C1C=C(C(C)C)C(C2C=CC=CC=2P(C2CCCCC2)C2CCCCC2)=C(C(C)C)C=1)C.[O:58]1[CH2:63]COC[CH2:59]1. (9) The reactants are: [CH:1]12[CH2:10][CH:5]3[CH2:6][CH:7]([CH2:9][CH:3]([CH2:4]3)[CH:2]1[O:11][C:12]([N:14]1[CH2:19][CH2:18][C:17]3([C:27]4[C:22](=[CH:23][CH:24]=[CH:25][CH:26]=4)[CH:21]([CH2:28][C:29]([O:31]C)=[O:30])[CH2:20]3)[CH2:16][CH2:15]1)=[O:13])[CH2:8]2.O[Li].O. Given the product [CH:1]12[CH2:10][CH:5]3[CH2:6][CH:7]([CH2:9][CH:3]([CH2:4]3)[CH:2]1[O:11][C:12]([N:14]1[CH2:15][CH2:16][C:17]3([C:27]4[C:22](=[CH:23][CH:24]=[CH:25][CH:26]=4)[CH:21]([CH2:28][C:29]([OH:31])=[O:30])[CH2:20]3)[CH2:18][CH2:19]1)=[O:13])[CH2:8]2, predict the reactants needed to synthesize it. (10) Given the product [C@H:11]1([CH2:44][CH:45]([NH:93][C:94](=[O:103])[O:95][CH2:96][C:97]2[CH:102]=[CH:101][CH:100]=[CH:99][CH:98]=2)[CH2:46][C:47]([OH:91])([OH:92])[C@H:48]2[O:80][C@H:79]([CH2:81][OH:82])[C@@H:69]([OH:70])[C@H:59]([OH:60])[C@@H:49]2[OH:50])[O:12][C@H:13]([CH2:34][OH:35])[C@@H:14]([OH:25])[C@H:15]([OH:16])[C@@H:10]1[OH:9], predict the reactants needed to synthesize it. The reactants are: C([O:9][C@H:10]1[C@@H:15]([O:16]C(=O)C2C=CC=CC=2)[C@H:14]([O:25]C(=O)C2C=CC=CC=2)[C@@H:13]([CH2:34][O:35]C(=O)C2C=CC=CC=2)[O:12][C@@H:11]1[CH2:44][CH:45]([NH:93][C:94](=[O:103])[O:95][CH2:96][C:97]1[CH:102]=[CH:101][CH:100]=[CH:99][CH:98]=1)[CH2:46][C:47]([OH:92])([OH:91])[C@H:48]1[O:80][C@H:79]([CH2:81][O:82]C(=O)C2C=CC=CC=2)[C@@H:69]([O:70]C(=O)C2C=CC=CC=2)[C@H:59]([O:60]C(=O)C2C=CC=CC=2)[C@@H:49]1[O:50]C(=O)C1C=CC=CC=1)(=O)C1C=CC=CC=1.C[O-].[Na+].